Dataset: Human liver microsome stability data. Task: Regression/Classification. Given a drug SMILES string, predict its absorption, distribution, metabolism, or excretion properties. Task type varies by dataset: regression for continuous measurements (e.g., permeability, clearance, half-life) or binary classification for categorical outcomes (e.g., BBB penetration, CYP inhibition). Dataset: hlm. (1) The molecule is CC[C@@H]1C[C@]1(NC(=O)[C@@H]1C[C@@H](Oc2ncc(OC)c3ccc(Cl)cc23)CN1C(=O)[C@@H](NC(=O)OC(C)(C)C)C(C)(C)C)C(=O)NS(=O)(=O)C1CC1. The result is 0 (unstable in human liver microsomes). (2) The drug is Cn1c(=O)cc(N2CCC[C@@H](N)C2)n(Cc2cc(F)ccc2C#N)c1=O. The result is 0 (unstable in human liver microsomes). (3) The drug is CC(=O)c1c(Cl)c(C(=O)NOC[C@H](O)CO)c(Nc2ccc(I)cc2F)n1C. The result is 0 (unstable in human liver microsomes). (4) The drug is Cc1nn(CCOCC(F)(F)F)c2c(Nc3ccncn3)nc(N3CCN[C@H](C)C3)nc12. The result is 0 (unstable in human liver microsomes). (5) The result is 1 (stable in human liver microsomes). The compound is CCOc1ccc(C(c2nnnn2Cc2ccccc2)N2CCCN(C3CCC3)CC2)cc1. (6) The drug is COc1cc2c(cc1-c1c(C)noc1C)[nH]c1nc(C)nc(-c3ccnc4ccccc34)c12. The result is 0 (unstable in human liver microsomes). (7) The result is 1 (stable in human liver microsomes). The compound is CCC(=O)NCCCc1cc(OC)ccc1OCc1cccc(OC)c1.